This data is from Full USPTO retrosynthesis dataset with 1.9M reactions from patents (1976-2016). The task is: Predict the reactants needed to synthesize the given product. (1) Given the product [CH3:1][O:2][C:3](=[O:41])[CH2:4][C:5]1[CH:10]=[CH:9][CH:8]=[CH:7][C:6]=1[CH2:11][CH2:12][C:13]1[C:18]([C:19]([F:21])([F:22])[F:20])=[CH:17][N:16]=[C:15]([NH:23][C:24]2[CH:29]=[CH:28][C:27]([CH:30]3[CH2:31][N:32]([C:34]([O:36][C:37]([CH3:39])([CH3:40])[CH3:38])=[O:35])[CH2:33]3)=[CH:26][CH:25]=2)[N:14]=1, predict the reactants needed to synthesize it. The reactants are: [CH3:1][O:2][C:3](=[O:41])[CH2:4][C:5]1[CH:10]=[CH:9][CH:8]=[CH:7][C:6]=1[C:11]#[C:12][C:13]1[C:18]([C:19]([F:22])([F:21])[F:20])=[CH:17][N:16]=[C:15]([NH:23][C:24]2[CH:29]=[CH:28][C:27]([CH:30]3[CH2:33][N:32]([C:34]([O:36][C:37]([CH3:40])([CH3:39])[CH3:38])=[O:35])[CH2:31]3)=[CH:26][CH:25]=2)[N:14]=1. (2) Given the product [C:4]([C:5]1[N:8]=[C:16]([OH:17])[C:15]([C:14]([O:13][CH2:11][CH3:12])=[O:22])=[N:7][CH:6]=1)([CH3:10])([CH3:9])[CH3:3], predict the reactants needed to synthesize it. The reactants are: Cl.Cl.[CH3:3][C:4]([CH3:10])([CH3:9])[CH:5]([NH2:8])[CH2:6][NH2:7].[CH2:11]([O:13][C:14](=[O:22])[C:15](=O)[C:16](OCC)=[O:17])[CH3:12].CCN(CC)CC. (3) Given the product [Cl:1][C:2]1[CH:27]=[CH:26][C:5]2[N:6]3[C:10]([CH2:11][N:12]([CH3:14])[CH2:13][C:4]=2[CH:3]=1)=[N:9][N:8]=[C:7]3[C@H:15]1[CH2:20][CH2:19][C@H:18]([O:21][CH:22]([CH3:25])[CH2:23][F:38])[CH2:17][CH2:16]1, predict the reactants needed to synthesize it. The reactants are: [Cl:1][C:2]1[CH:27]=[CH:26][C:5]2[N:6]3[C:10]([CH2:11][N:12]([CH3:14])[CH2:13][C:4]=2[CH:3]=1)=[N:9][N:8]=[C:7]3[C@H:15]1[CH2:20][CH2:19][C@H:18]([O:21][CH:22]([CH3:25])[CH2:23]O)[CH2:17][CH2:16]1.COCCN(S(F)(F)[F:38])CCOC. (4) Given the product [CH3:18][O:17][CH2:16][CH2:15][CH2:14][O:13][C:10]1[CH:11]=[CH:12][C:7]([B:32]([OH:37])[OH:33])=[C:8]([CH2:19][CH2:20][O:21][Si:22]([CH:29]([CH3:31])[CH3:30])([CH:26]([CH3:28])[CH3:27])[CH:23]([CH3:25])[CH3:24])[CH:9]=1, predict the reactants needed to synthesize it. The reactants are: [Li]CCCC.Br[C:7]1[CH:12]=[CH:11][C:10]([O:13][CH2:14][CH2:15][CH2:16][O:17][CH3:18])=[CH:9][C:8]=1[CH2:19][CH2:20][O:21][Si:22]([CH:29]([CH3:31])[CH3:30])([CH:26]([CH3:28])[CH3:27])[CH:23]([CH3:25])[CH3:24].[B:32](OC(C)C)([O:37]C(C)C)[O:33]C(C)C.